From a dataset of Catalyst prediction with 721,799 reactions and 888 catalyst types from USPTO. Predict which catalyst facilitates the given reaction. (1) The catalyst class is: 10. Reactant: [Cl:1][CH2:2][C:3]([CH2:5]Cl)=O.[Cl:7][C:8]1[CH:9]=[CH:10][C:11]([NH2:14])=[N:12][CH:13]=1. Product: [Cl:7][C:8]1[CH:9]=[CH:10][C:11]2[N:12]([CH:5]=[C:3]([CH2:2][Cl:1])[N:14]=2)[CH:13]=1. (2) Reactant: [CH2:1]([O:8][C:9]([NH:11][C@H:12]([C:25]1[N:29]([C@@H:30]([CH3:35])[C:31]([O:33]C)=[O:32])[N:28]=[N:27][N:26]=1)[CH2:13][C:14]1[CH:19]=[CH:18][C:17]([O:20][C:21]([CH3:24])([CH3:23])[CH3:22])=[CH:16][CH:15]=1)=[O:10])[C:2]1[CH:7]=[CH:6][CH:5]=[CH:4][CH:3]=1.CO.[OH-].[Li+].Cl. Product: [CH2:1]([O:8][C:9]([NH:11][C@H:12]([C:25]1[N:29]([C@@H:30]([CH3:35])[C:31]([OH:33])=[O:32])[N:28]=[N:27][N:26]=1)[CH2:13][C:14]1[CH:19]=[CH:18][C:17]([O:20][C:21]([CH3:24])([CH3:23])[CH3:22])=[CH:16][CH:15]=1)=[O:10])[C:2]1[CH:7]=[CH:6][CH:5]=[CH:4][CH:3]=1. The catalyst class is: 1. (3) Reactant: [Cl:1][C:2]1[C:37]([C:38]([F:41])([F:40])[F:39])=[CH:36][CH:35]=[CH:34][C:3]=1[CH2:4][N:5]([CH2:20][CH:21]([C:28]1[CH:33]=[CH:32][CH:31]=[CH:30][CH:29]=1)[C:22]1[CH:27]=[CH:26][CH:25]=[CH:24][CH:23]=1)[CH2:6][CH2:7][CH2:8][O:9][C:10]1[CH:15]=[CH:14][CH:13]=[C:12]([N+:16]([O-])=O)[C:11]=1[CH3:19].C(Cl)(Cl)Cl. Product: [Cl:1][C:2]1[C:37]([C:38]([F:39])([F:40])[F:41])=[CH:36][CH:35]=[CH:34][C:3]=1[CH2:4][N:5]([CH2:20][CH:21]([C:22]1[CH:23]=[CH:24][CH:25]=[CH:26][CH:27]=1)[C:28]1[CH:33]=[CH:32][CH:31]=[CH:30][CH:29]=1)[CH2:6][CH2:7][CH2:8][O:9][C:10]1[C:11]([CH3:19])=[C:12]([NH2:16])[CH:13]=[CH:14][CH:15]=1. The catalyst class is: 19. (4) Reactant: C1(N2CCCN([C:12]([C:14]3[CH:21]=[CH:20][C:17]([CH:18]=[O:19])=[CH:16][CH:15]=3)=[O:13])CC2)CCC1.C(C1C=CC(C=O)=CC=1)(O)=O.O=S(Cl)[Cl:35].CN(C=O)C.[OH-].[Na+].Cl. Product: [CH:18]([C:17]1[CH:20]=[CH:21][C:14]([C:12]([Cl:35])=[O:13])=[CH:15][CH:16]=1)=[O:19]. The catalyst class is: 11. (5) Reactant: [O:1]=[C:2]([NH:18][CH:19]([C:24]1[CH:29]=[CH:28][CH:27]=[C:26]([C:30]([F:33])([F:32])[F:31])[CH:25]=1)[C:20]([F:23])([F:22])[F:21])/[CH:3]=[CH:4]/[C:5]1[CH:13]=[CH:12][C:8]([C:9](O)=[O:10])=[C:7]([C:14]([F:17])([F:16])[F:15])[CH:6]=1.ClC1C=C(O)C2N=NNC=2C=1.Cl.CN(C)CCCN=C=NCC.C(N(C(C)C)C(C)C)C.Cl.[F:67][CH2:68][CH:69]([NH2:71])[CH3:70]. Product: [F:67][CH2:68][CH:69]([NH:71][C:9](=[O:10])[C:8]1[CH:12]=[CH:13][C:5](/[CH:4]=[CH:3]/[C:2](=[O:1])[NH:18][CH:19]([C:24]2[CH:29]=[CH:28][CH:27]=[C:26]([C:30]([F:31])([F:32])[F:33])[CH:25]=2)[C:20]([F:22])([F:23])[F:21])=[CH:6][C:7]=1[C:14]([F:16])([F:17])[F:15])[CH3:70]. The catalyst class is: 4. (6) Reactant: Cl[C:2]1[C:7]([NH2:8])=[CH:6][CH:5]=[C:4]([CH2:9][CH3:10])[N:3]=1.[S-:11][C:12]#[N:13].[K+]. Product: [CH2:9]([C:4]1[N:3]=[C:2]2[S:11][C:12]([NH2:13])=[N:8][C:7]2=[CH:6][CH:5]=1)[CH3:10]. The catalyst class is: 361. (7) The catalyst class is: 143. Reactant: [CH2:1]([O:3][C:4]1[C:23]([O:24][CH2:25][CH3:26])=[CH:22][C:7]2[C:8]3[N:13]([CH:14]([CH2:16][OH:17])[CH2:15][C:6]=2[CH:5]=1)[CH:12]=[C:11]([C:18]([OH:20])=[O:19])[C:10](=[O:21])[CH:9]=3)[CH3:2].N1C=CC=CC=1.[C:33](Cl)(=[O:35])[CH3:34]. Product: [C:33]([O:17][CH2:16][CH:14]1[N:13]2[C:8](=[CH:9][C:10](=[O:21])[C:11]([C:18]([OH:20])=[O:19])=[CH:12]2)[C:7]2[CH:22]=[C:23]([O:24][CH2:25][CH3:26])[C:4]([O:3][CH2:1][CH3:2])=[CH:5][C:6]=2[CH2:15]1)(=[O:35])[CH3:34]. (8) Reactant: [C:1]([NH:4][C:5]1[CH:6]=[C:7]([CH:18]=[CH:19][C:20]=1[O:21][CH3:22])[NH:8]/[CH:9]=[C:10](\[C:16]#[N:17])/[C:11]([O:13]CC)=O)(=[O:3])[CH3:2].C(NC1C=C(C=CC=1OC)N/C=C(/C#N)\C(OCC)=O)(=O)C.C1(C2C=CC=CC=2)C=CC=CC=1.C1(OC2C=CC=CC=2)C=CC=CC=1. Product: [C:16]([C:10]1[C:11](=[O:13])[C:18]2[C:7](=[CH:6][C:5]([NH:4][C:1](=[O:3])[CH3:2])=[C:20]([O:21][CH3:22])[CH:19]=2)[NH:8][CH:9]=1)#[N:17]. The catalyst class is: 27.